Dataset: Reaction yield outcomes from USPTO patents with 853,638 reactions. Task: Predict the reaction yield, written as a fraction of the theoretical maximum amount of product (1.0 means a 100% yield; for example, 0.34 means a 34% yield). (1) The reactants are C1(C=CC2C=CC=CC=2)C=CC=CC=1.[C:15]1([C:21]([C:23]2[CH:28]=[CH:27][CH:26]=[C:25](C(C3C=CC=CC=3)=C)[CH:24]=2)=[CH2:22])[CH:20]=[CH:19][CH:18]=[CH:17][CH:16]=1.C1(C(C2C=CC(C(C3C=CC=CC=3)=C)=CC=2)=C)C=CC=CC=1. No catalyst specified. The product is [C:15]1([C:21]([C:23]2[CH:24]=[CH:25][CH:26]=[CH:27][CH:28]=2)=[CH2:22])[CH:20]=[CH:19][CH:18]=[CH:17][CH:16]=1. The yield is 1.00. (2) The reactants are [CH3:1][C:2]1[CH:3]=[CH:4][C:5]([N+:11]([O-:13])=[O:12])=[C:6]2[C:10]=1[NH:9][N:8]=[CH:7]2.[CH3:14][C:15]1[C:16]([N+:24]([O-:26])=[O:25])=[CH:17][CH:18]=[C:19]2[C:23]=1[NH:22][N:21]=[CH:20]2.[CH3:27][C:28]([O:31][C:32](O[C:35]([O:37][C:38]([CH3:41])([CH3:40])[CH3:39])=[O:36])=[O:33])([CH3:30])[CH3:29].C(N(CC)CC)C. The catalyst is ClCCl. The product is [CH3:14][C:15]1[C:23]2[C:19](=[CH:20][N:21]([C:32]([O:31][C:28]([CH3:30])([CH3:29])[CH3:27])=[O:33])[N:22]=2)[CH:18]=[CH:17][C:16]=1[N+:24]([O-:26])=[O:25].[CH3:1][C:2]1[C:10]2[C:6](=[CH:7][N:8]([C:35]([O:37][C:38]([CH3:39])([CH3:40])[CH3:41])=[O:36])[N:9]=2)[C:5]([N+:11]([O-:13])=[O:12])=[CH:4][CH:3]=1. The yield is 0.470. (3) The reactants are N1[CH:6]=[CH:5][C:4]([C:7]2[C:11]3([CH2:13][CH2:12]3)[O:10][C:9](=[O:14])[C:8]=2[C:15]2[CH:20]=[CH:19][C:18]([O:21][CH2:22][C:23]3[CH:32]=[CH:31][C:30]4[C:25](=[CH:26][CH:27]=[CH:28][CH:29]=4)[N:24]=3)=[CH:17][CH:16]=2)=[CH:3][CH:2]=1.[CH3:33][O:34][C:35]1C=CC(B(O)O)=CC=1. No catalyst specified. The product is [CH3:33][O:34][C:35]1[CH:2]=[CH:3][C:4]([C:7]2[C:11]3([CH2:13][CH2:12]3)[O:10][C:9](=[O:14])[C:8]=2[C:15]2[CH:16]=[CH:17][C:18]([O:21][CH2:22][C:23]3[CH:32]=[CH:31][C:30]4[C:25](=[CH:26][CH:27]=[CH:28][CH:29]=4)[N:24]=3)=[CH:19][CH:20]=2)=[CH:5][CH:6]=1. The yield is 0.180. (4) The reactants are [CH3:1][O:2][C:3]1[CH:8]=[CH:7][C:6]([N+:9]([O-])=O)=[CH:5][C:4]=1[C:12]1[N:16]([CH3:17])[N:15]=[CH:14][CH:13]=1. The catalyst is C(O)(=O)C.[Zn]. The product is [CH3:1][O:2][C:3]1[CH:8]=[CH:7][C:6]([NH2:9])=[CH:5][C:4]=1[C:12]1[N:16]([CH3:17])[N:15]=[CH:14][CH:13]=1. The yield is 0.620. (5) The reactants are [Cl:1][C:2]1[CH:3]=[C:4]2[C:9](=[C:10]([Cl:12])[CH:11]=1)[CH2:8][N:7]([CH3:13])[CH2:6][CH:5]2[C:14]1[CH:15]=[C:16]([S:20](Cl)(=[O:22])=[O:21])[CH:17]=[CH:18][CH:19]=1.[CH2:24]([NH2:27])[CH2:25][NH2:26]. The catalyst is C(Cl)Cl.C(Cl)Cl.CN(C=O)C. The product is [NH2:26][CH2:25][CH2:24][NH:27][S:20]([C:16]1[CH:17]=[CH:18][CH:19]=[C:14]([CH:5]2[C:4]3[C:9](=[C:10]([Cl:12])[CH:11]=[C:2]([Cl:1])[CH:3]=3)[CH2:8][N:7]([CH3:13])[CH2:6]2)[CH:15]=1)(=[O:22])=[O:21]. The yield is 0.760. (6) The reactants are Br[C:2]1[CH:3]=[CH:4][C:5]2[C:13]3[C:9](=[C:10]([C:14]4[CH:19]=[CH:18][C:17]([O:20][C:21]([F:24])([F:23])[F:22])=[CH:16][CH:15]=4)[O:11][N:12]=3)[CH2:8][CH2:7][C:6]=2[CH:25]=1.[CH2:26]([Sn](CCCC)(CCCC)C=C)[CH2:27]CC. The catalyst is C1(C)C=CC=CC=1.C1C=CC(P(C2C=CC=CC=2)[C-]2C=CC=C2)=CC=1.C1C=CC(P(C2C=CC=CC=2)[C-]2C=CC=C2)=CC=1.[Cl-].[Cl-].[Fe+2].[Pd+2]. The product is [F:23][C:21]([F:24])([F:22])[O:20][C:17]1[CH:18]=[CH:19][C:14]([C:10]2[O:11][N:12]=[C:13]3[C:5]4[CH:4]=[CH:3][C:2]([CH:26]=[CH2:27])=[CH:25][C:6]=4[CH2:7][CH2:8][C:9]=23)=[CH:15][CH:16]=1. The yield is 0.990.